This data is from Reaction yield outcomes from USPTO patents with 853,638 reactions. The task is: Predict the reaction yield, written as a fraction of the theoretical maximum amount of product (1.0 means a 100% yield; for example, 0.34 means a 34% yield). (1) The reactants are [C:1]([O:5][C:6]([NH:8][CH2:9][C:10]1[CH:15]=[CH:14][C:13]([CH:16]([OH:22])[CH2:17][C:18]([CH3:21])([CH3:20])[CH3:19])=[CH:12][C:11]=1[Cl:23])=[O:7])([CH3:4])([CH3:3])[CH3:2]. The catalyst is O1CCOCC1.[O-2].[O-2].[Mn+4]. The product is [C:1]([O:5][C:6]([NH:8][CH2:9][C:10]1[CH:15]=[CH:14][C:13]([C:16](=[O:22])[CH2:17][C:18]([CH3:21])([CH3:20])[CH3:19])=[CH:12][C:11]=1[Cl:23])=[O:7])([CH3:4])([CH3:2])[CH3:3]. The yield is 0.760. (2) The reactants are [Br:1][C:2]1[CH:7]=[CH:6][C:5]([S:8]([CH3:11])(=[O:10])=[O:9])=[C:4](Cl)[C:3]=1[Cl:13].[O:14]1[CH2:18][CH2:17][O:16][CH:15]1[CH2:19][CH2:20][OH:21].[OH-].[Na+].C1(C)C=CC=CC=1. The catalyst is C(OCC)(=O)C.O. The product is [Br:1][C:2]1[C:3]([Cl:13])=[C:4]([C:5]([S:8]([CH3:11])(=[O:10])=[O:9])=[CH:6][CH:7]=1)[O:21][CH2:20][CH2:19][CH:15]1[O:16][CH2:17][CH2:18][O:14]1. The yield is 0.746.